From a dataset of Catalyst prediction with 721,799 reactions and 888 catalyst types from USPTO. Predict which catalyst facilitates the given reaction. (1) Reactant: [CH3:1][O:2][C:3]([C:5]1[CH:6]=[N:7][C:8]2[C:13]([C:14]=1[O:15][CH3:16])=[CH:12][C:11](I)=[CH:10][CH:9]=2)=[O:4].C(N(CC)CC)C.C1(C(C2C=CC=CC=2)CCP)C=CC=CC=1.C([SiH](CCCCCC)CCCCCC)CCCCC.CN(C)[CH:62]=[O:63]. Product: [CH3:1][O:2][C:3]([C:5]1[CH:6]=[N:7][C:8]2[C:13]([C:14]=1[O:15][CH3:16])=[CH:12][C:11]([CH:62]=[O:63])=[CH:10][CH:9]=2)=[O:4]. The catalyst class is: 167. (2) Reactant: O[C:2]1[CH:9]=[C:8]([OH:10])[CH:7]=[C:6]([OH:11])[C:3]=1[CH:4]=[O:5].BrCC[CH2:15][CH2:16][CH2:17][CH2:18][CH2:19][CH2:20][CH2:21][CH2:22][CH2:23][CH3:24].[C:25]([O-:28])([O-])=O.[K+].[K+].C(Cl)(Cl)Cl. Product: [CH2:15]([O:11][C:6]1[CH:7]=[C:8]([O:10][CH2:24][CH2:23][CH2:22][CH2:21][CH2:20][CH2:19][CH2:18][CH2:17][CH2:16][CH3:15])[CH:9]=[C:2]([O:28][CH2:25][CH2:15][CH2:16][CH2:17][CH2:18][CH2:19][CH2:20][CH2:21][CH2:22][CH3:23])[C:3]=1[CH:4]=[O:5])[CH2:16][CH2:17][CH2:18][CH2:19][CH2:20][CH2:21][CH2:22][CH2:23][CH3:24]. The catalyst class is: 3. (3) Product: [CH2:1]([O:3][C:4](=[O:23])[CH2:5][N:6]([C:13]1[CH:14]=[CH:15][CH:16]=[C:17]2[C:22]=1[CH2:21][N:20]([CH2:32][CH:31]=[CH2:30])[CH2:19][CH2:18]2)[C:7](=[O:12])[C:8]([F:10])([F:9])[F:11])[CH3:2]. Reactant: [CH2:1]([O:3][C:4](=[O:23])[CH2:5][N:6]([C:13]1[CH:14]=[CH:15][CH:16]=[C:17]2[C:22]=1[CH2:21][NH:20][CH2:19][CH2:18]2)[C:7](=[O:12])[C:8]([F:11])([F:10])[F:9])[CH3:2].C([O-])([O-])=O.[K+].[K+].[CH2:30](Br)[CH:31]=[CH2:32]. The catalyst class is: 23. (4) Reactant: [C:1]([CH2:4][CH2:5][C:6]1[C:7]([CH3:13])=[C:8]([CH:11]=O)[NH:9][CH:10]=1)([OH:3])=[O:2].[I:14][C:15]1[CH:16]=[C:17]2[C:21](=[CH:22][CH:23]=1)[NH:20][C:19](=[O:24])[CH2:18]2.N1CCCCC1. Product: [I:14][C:15]1[CH:16]=[C:17]2[C:21](=[CH:22][CH:23]=1)[NH:20][C:19](=[O:24])[C:18]2=[CH:11][C:8]1[NH:9][CH:10]=[C:6]([CH2:5][CH2:4][C:1]([OH:3])=[O:2])[C:7]=1[CH3:13]. The catalyst class is: 8. (5) Reactant: Cl[C:2]1[N:7]=[C:6]([C:8]2[CH:13]=[CH:12][C:11]([N+:14]([O-:16])=[O:15])=[CH:10][CH:9]=2)[N:5]=[C:4]([N:17]2[CH2:23][CH:22]3[O:24][CH:19]([CH2:20][CH2:21]3)[CH2:18]2)[CH:3]=1.Cl.[CH:26]12[O:33][CH:30]([CH2:31][CH2:32]1)[CH2:29][NH:28][CH2:27]2.C(N(CC)CC)C.CCN(C(C)C)C(C)C. Product: [N+:14]([C:11]1[CH:12]=[CH:13][C:8]([C:6]2[N:5]=[C:4]([N:17]3[CH2:23][CH:22]4[O:24][CH:19]([CH2:20][CH2:21]4)[CH2:18]3)[CH:3]=[C:2]([N:28]3[CH2:27][CH:26]4[O:33][CH:30]([CH2:31][CH2:32]4)[CH2:29]3)[N:7]=2)=[CH:9][CH:10]=1)([O-:16])=[O:15]. The catalyst class is: 155. (6) Reactant: [OH:1][C@H:2]1[CH2:7][CH2:6][C@H:5]([NH:8][C:9]2[N:10]=[C:11]([NH:18][C:19]3[CH:24]=[CH:23][CH:22]=[C:21]([S:25]([CH3:28])(=[O:27])=[O:26])[CH:20]=3)[C:12]([C:15]([NH2:17])=[O:16])=[N:13][CH:14]=2)[CH2:4][CH2:3]1.C(Cl)(Cl)Cl.[Br:33]N1C(=O)CCC1=O. Product: [Br:33][C:14]1[N:13]=[C:12]([C:15]([NH2:17])=[O:16])[C:11]([NH:18][C:19]2[CH:24]=[CH:23][CH:22]=[C:21]([S:25]([CH3:28])(=[O:26])=[O:27])[CH:20]=2)=[N:10][C:9]=1[NH:8][C@H:5]1[CH2:4][CH2:3][C@H:2]([OH:1])[CH2:7][CH2:6]1. The catalyst class is: 10.